The task is: Predict the reactants needed to synthesize the given product.. This data is from Full USPTO retrosynthesis dataset with 1.9M reactions from patents (1976-2016). Given the product [CH3:1][C:2]1([C:15]([NH:16][C:17]2[CH:22]=[CH:21][CH:20]=[C:19]([C:23]3[O:27][CH:26]=[N:25][CH:24]=3)[CH:18]=2)=[O:28])[CH2:3][CH2:4][NH:5][CH2:6][CH2:7]1, predict the reactants needed to synthesize it. The reactants are: [CH3:1][C:2]1([C:15](=[O:28])[NH:16][C:17]2[CH:22]=[CH:21][CH:20]=[C:19]([C:23]3[O:27][CH:26]=[N:25][CH:24]=3)[CH:18]=2)[CH2:7][CH2:6][N:5](C(OC(C)(C)C)=O)[CH2:4][CH2:3]1.Cl.